From a dataset of Catalyst prediction with 721,799 reactions and 888 catalyst types from USPTO. Predict which catalyst facilitates the given reaction. (1) Reactant: [Cl:1][C:2]1[C:14]([N+:15]([O-:17])=[O:16])=[CH:13][C:12]([N+:18]([O-:20])=[O:19])=[CH:11][C:3]=1[C:4]([NH:6][CH2:7][CH2:8][CH2:9]O)=[O:5].[O:21]1[CH:26]=[CH:25][CH2:24][CH2:23][CH2:22]1.C1(C)C=CC(S(O)(=O)=[O:34])=CC=1. Product: [Cl:1][C:2]1[C:14]([N+:15]([O-:17])=[O:16])=[CH:13][C:12]([N+:18]([O-:20])=[O:19])=[CH:11][C:3]=1[C:4]([NH:6][CH2:7][CH:8]([O:34][CH:26]1[CH2:25][CH2:24][CH2:23][CH2:22][O:21]1)[CH3:9])=[O:5]. The catalyst class is: 2. (2) Reactant: [CH3:1][S:2]([C:5]([C:8]1[CH:9]=[C:10]2[C:15](=[C:16]([C:18]3[CH:19]=[C:20]([C:24]4[CH:29]=[CH:28][CH:27]=[C:26]([C:30](=[O:32])[CH3:31])[CH:25]=4)[CH:21]=[CH:22][CH:23]=3)[CH:17]=1)[N:14]=[CH:13][CH:12]=[CH:11]2)([CH3:7])[CH3:6])(=[O:4])=[O:3].[C:33]1([Mg]Br)[CH:38]=[CH:37][CH:36]=[CH:35][CH:34]=1. Product: [CH3:1][S:2]([C:5]([C:8]1[CH:9]=[C:10]2[C:15](=[C:16]([C:18]3[CH:19]=[C:20]([C:24]4[CH:29]=[CH:28][CH:27]=[C:26]([C:30]([C:33]5[CH:38]=[CH:37][CH:36]=[CH:35][CH:34]=5)([OH:32])[CH3:31])[CH:25]=4)[CH:21]=[CH:22][CH:23]=3)[CH:17]=1)[N:14]=[CH:13][CH:12]=[CH:11]2)([CH3:7])[CH3:6])(=[O:4])=[O:3]. The catalyst class is: 554. (3) Reactant: C(OC([NH:8][C@@H:9]([CH:60]([CH3:62])[CH3:61])[C:10]([NH:12][C@@H:13]([CH:57]([CH3:59])[CH3:58])[C:14]([O:16][CH2:17][C:18]([N:20]1[CH2:25][CH2:24][N:23]([CH2:26][C:27]2[CH:28]=[N:29][C:30]([C:33]3[S:41][C:40]4[C:35](=[N:36][CH:37]=[CH:38][C:39]=4[O:42][C:43]4[CH:48]=[CH:47][C:46]([NH:49][C:50]([NH:52][CH:53]5[CH2:55][CH2:54]5)=[O:51])=[CH:45][C:44]=4[F:56])[CH:34]=3)=[CH:31][CH:32]=2)[CH2:22][CH2:21]1)=[O:19])=[O:15])=[O:11])=O)(C)(C)C.Cl. Product: [NH2:8][C@@H:9]([CH:60]([CH3:62])[CH3:61])[C:10]([NH:12][C@@H:13]([CH:57]([CH3:58])[CH3:59])[C:14]([O:16][CH2:17][C:18]([N:20]1[CH2:25][CH2:24][N:23]([CH2:26][C:27]2[CH:28]=[N:29][C:30]([C:33]3[S:41][C:40]4[C:35](=[N:36][CH:37]=[CH:38][C:39]=4[O:42][C:43]4[CH:48]=[CH:47][C:46]([NH:49][C:50]([NH:52][CH:53]5[CH2:55][CH2:54]5)=[O:51])=[CH:45][C:44]=4[F:56])[CH:34]=3)=[CH:31][CH:32]=2)[CH2:22][CH2:21]1)=[O:19])=[O:15])=[O:11]. The catalyst class is: 2. (4) Reactant: [H-].[Na+].[Cl:3][C:4]1[CH:5]=[C:6]([OH:10])[CH:7]=[N:8][CH:9]=1.CN(C=O)C.[CH2:16](I)[CH3:17]. Product: [Cl:3][C:4]1[CH:9]=[N:8][CH:7]=[C:6]([O:10][CH2:16][CH3:17])[CH:5]=1. The catalyst class is: 6.